This data is from Reaction yield outcomes from USPTO patents with 853,638 reactions. The task is: Predict the reaction yield, written as a fraction of the theoretical maximum amount of product (1.0 means a 100% yield; for example, 0.34 means a 34% yield). The reactants are C(OC([NH:8][C:9]1[CH:29]=[CH:28][C:12]([O:13][C:14]2[CH:15]=[C:16]3[C:20](=[N:21][CH:22]=2)[NH:19][CH:18]([NH:23][C:24](=[O:27])[O:25][CH3:26])[NH:17]3)=[CH:11][CH:10]=1)=O)(C)(C)C.Cl. The catalyst is CO. The product is [NH2:8][C:9]1[CH:29]=[CH:28][C:12]([O:13][C:14]2[CH:15]=[C:16]3[C:20]([NH:19][CH:18]([NH:23][C:24](=[O:27])[O:25][CH3:26])[NH:17]3)=[N:21][CH:22]=2)=[CH:11][CH:10]=1. The yield is 0.800.